Dataset: Forward reaction prediction with 1.9M reactions from USPTO patents (1976-2016). Task: Predict the product of the given reaction. (1) Given the reactants CC(C)([O-])C.[K+].[NH:7]1[C:11]2[CH:12]=[CH:13][CH:14]=[CH:15][C:10]=2[N:9]=[CH:8]1.Br[CH2:17][C:18]([O:20][C:21]([CH3:24])([CH3:23])[CH3:22])=[O:19], predict the reaction product. The product is: [C:21]([O:20][C:18](=[O:19])[CH2:17][N:7]1[C:11]2[CH:12]=[CH:13][CH:14]=[CH:15][C:10]=2[N:9]=[CH:8]1)([CH3:24])([CH3:23])[CH3:22]. (2) Given the reactants C1(C([N:6]2[C:14]3[CH:13]=[C:12]([N:15]([C:21]([CH3:28])([CH2:23][C:24]([CH3:27])([CH3:26])[CH3:25])[CH3:22])[C:16]([CH:18]4[CH2:20][CH2:19]4)=[O:17])[N:11]=[CH:10][C:9]=3[CH:8]=[CH:7]2)=O)CC1.C(=O)([O-])[O-].[K+].[K+].CO, predict the reaction product. The product is: [NH:6]1[C:14]2[CH:13]=[C:12]([N:15]([C:21]([CH3:28])([CH2:23][C:24]([CH3:27])([CH3:26])[CH3:25])[CH3:22])[C:16]([CH:18]3[CH2:19][CH2:20]3)=[O:17])[N:11]=[CH:10][C:9]=2[CH:8]=[CH:7]1. (3) Given the reactants [C:1]([C:5]1[O:9][N:8]=[C:7]([NH:10][C:11]([NH:13][C:14]2[CH:19]=[CH:18][CH:17]=[C:16]([SH:20])[CH:15]=2)=[O:12])[CH:6]=1)([CH3:4])([CH3:3])[CH3:2].Cl[C:22]1[C:31]2[C:26](=[CH:27][C:28]([O:36][CH3:37])=[C:29]([O:32][CH2:33][CH2:34][Cl:35])[CH:30]=2)[N:25]=[CH:24][N:23]=1, predict the reaction product. The product is: [C:1]([C:5]1[O:9][N:8]=[C:7]([NH:10][C:11]([NH:13][C:14]2[CH:19]=[CH:18][CH:17]=[C:16]([S:20][C:22]3[C:31]4[C:26](=[CH:27][C:28]([O:36][CH3:37])=[C:29]([O:32][CH2:33][CH2:34][Cl:35])[CH:30]=4)[N:25]=[CH:24][N:23]=3)[CH:15]=2)=[O:12])[CH:6]=1)([CH3:4])([CH3:2])[CH3:3]. (4) The product is: [CH2:21]([O:20][C:17]1[CH:18]=[CH:19][C:14]([C:12]2[NH:11][C:10]3[CH:32]=[C:6]([CH:4]=[O:5])[CH:7]=[CH:8][C:9]=3[N:13]=2)=[CH:15][CH:16]=1)[CH2:22][CH2:23][CH2:24][CH2:25][CH2:26][CH2:27][CH2:28][CH2:29][C:30]#[CH:31]. Given the reactants CON(C)[C:4]([C:6]1[CH:7]=[CH:8][C:9]2[N:13]=[C:12]([C:14]3[CH:19]=[CH:18][C:17]([O:20][CH2:21][CH2:22][CH2:23][CH2:24][CH2:25][CH2:26][CH2:27][CH2:28][CH2:29][C:30]#[CH:31])=[CH:16][CH:15]=3)[NH:11][C:10]=2[CH:32]=1)=[O:5].[H-].[Al+3].[Li+].[H-].[H-].[H-], predict the reaction product. (5) The product is: [C:24]([O:23][C:21](=[O:22])[NH:20][C@H:13]1[C:14]([OH:19])([CH3:18])[C@@H:15]([CH3:17])[CH2:16][NH:11][CH2:12]1)([CH3:27])([CH3:25])[CH3:26]. Given the reactants C(OC([N:11]1[CH2:16][C@H:15]([CH3:17])[C@:14]([OH:19])([CH3:18])[C@H:13]([NH:20][C:21]([O:23][C:24]([CH3:27])([CH3:26])[CH3:25])=[O:22])[CH2:12]1)=O)C1C=CC=CC=1, predict the reaction product. (6) Given the reactants [O:1]1[C:5]2[CH:6]=[CH:7][C:8]([CH2:10][N:11]3[C:23](=[O:24])[C:22]4[C:13](=[C:14]([OH:26])[C:15]5[N:16]=[CH:17][CH:18]=[N:19][C:20]=5[C:21]=4[OH:25])[C:12]3=[O:27])=[CH:9][C:4]=2[O:3][CH2:2]1.Br[CH2:29][CH2:30][CH:31]([CH3:33])[CH3:32].C(=O)([O-])[O-].[K+].[K+], predict the reaction product. The product is: [O:1]1[C:5]2[CH:6]=[CH:7][C:8]([CH2:10][N:11]3[C:12](=[O:27])[C:13]4[C:22](=[C:21]([O:25][CH2:29][CH2:30][CH:31]([CH3:33])[CH3:32])[C:20]5[N:19]=[CH:18][CH:17]=[N:16][C:15]=5[C:14]=4[OH:26])[C:23]3=[O:24])=[CH:9][C:4]=2[O:3][CH2:2]1. (7) Given the reactants [CH2:1]([Li])[CH2:2][CH2:3][CH3:4].[I:6]I.C[Si](C)(C)[N-][Si](C)(C)C.[Na+].[CH2:18]([Si:20]([CH2:37][CH3:38])([CH2:35][CH3:36])[O:21][C@@H:22]([C:26]([CH3:34])=[CH:27][C:28]1[N:29]=[C:30]([CH3:33])[S:31][CH:32]=1)CC=O)[CH3:19], predict the reaction product. The product is: [I:6][C:3](=[CH:2][CH2:1][C@@H:22]([O:21][Si:20]([CH2:37][CH3:38])([CH2:35][CH3:36])[CH2:18][CH3:19])[C:26]([CH3:34])=[CH:27][C:28]1[N:29]=[C:30]([CH3:33])[S:31][CH:32]=1)[CH3:4].